From a dataset of HIV replication inhibition screening data with 41,000+ compounds from the AIDS Antiviral Screen. Binary Classification. Given a drug SMILES string, predict its activity (active/inactive) in a high-throughput screening assay against a specified biological target. (1) The molecule is O=C1CCC2N[Cu-2](O1)OC2=O. The result is 0 (inactive). (2) The molecule is OC(c1ccc(Cl)cc1)(c1ccc(Cl)cc1)c1cncnc1. The result is 0 (inactive).